This data is from Full USPTO retrosynthesis dataset with 1.9M reactions from patents (1976-2016). The task is: Predict the reactants needed to synthesize the given product. (1) Given the product [CH3:1][O:2][C:3]1[CH:8]=[CH:7][C:6]([C:9]2[N:10]=[C:11]([N:22]3[CH2:23][CH2:24][N:25]([C:32](=[O:38])[N:49]([OH:50])[CH3:48])[CH2:26][CH2:27]3)[S:12][C:13]=2[C:14]2[CH:15]=[CH:16][C:17]([O:20][CH3:21])=[CH:18][CH:19]=2)=[CH:5][CH:4]=1, predict the reactants needed to synthesize it. The reactants are: [CH3:1][O:2][C:3]1[CH:8]=[CH:7][C:6]([C:9]2[N:10]=[C:11]([N:22]3[CH2:27][CH2:26][NH:25][CH2:24][CH2:23]3)[S:12][C:13]=2[C:14]2[CH:19]=[CH:18][C:17]([O:20][CH3:21])=[CH:16][CH:15]=2)=[CH:5][CH:4]=1.ClC(Cl)(O[C:32](=[O:38])OC(Cl)(Cl)Cl)Cl.C(N(CC)CC)C.Cl.[CH3:48][NH:49][OH:50]. (2) The reactants are: [Br:1][C:2]1[CH:10]=[CH:9][C:5]([C:6]([OH:8])=O)=[CH:4][CH:3]=1.S(Cl)(Cl)=O.[CH3:15][N:16]1[CH2:21][CH2:20][NH:19][CH2:18][CH2:17]1.C(Cl)Cl.C([O-])([O-])=O.[K+].[K+]. Given the product [Br:1][C:2]1[CH:3]=[CH:4][C:5]([C:6]([N:19]2[CH2:20][CH2:21][N:16]([CH3:15])[CH2:17][CH2:18]2)=[O:8])=[CH:9][CH:10]=1, predict the reactants needed to synthesize it. (3) Given the product [CH3:21][S:22][C:23]([NH:11][CH2:10][C:3]1[C:4]2[CH:5]=[CH:6][CH:7]=[CH:8][C:9]=2[NH:1][CH:2]=1)=[O:30], predict the reactants needed to synthesize it. The reactants are: [NH:1]1[C:9]2[C:4](=[CH:5][CH:6]=[CH:7][CH:8]=2)[C:3]([CH2:10][NH2:11])=[CH:2]1.CCN(CC)CC.ClC1C=[CH:23][S:22][C:21]=1C(OC)=O.C[OH:30]. (4) Given the product [NH2:1][C:2]1[N:7]=[C:6]([N:8]2[C:16]3[C:11](=[CH:12][CH:13]=[C:14]([C:30]#[C:29][C@@:27]([OH:31])([C:24]4[CH:23]=[C:22]([CH3:21])[O:26][N:25]=4)[CH3:28])[CH:15]=3)[C:10]([C:18]([NH2:20])=[O:19])=[N:9]2)[CH:5]=[CH:4][N:3]=1, predict the reactants needed to synthesize it. The reactants are: [NH2:1][C:2]1[N:7]=[C:6]([N:8]2[C:16]3[C:11](=[CH:12][CH:13]=[C:14](Br)[CH:15]=3)[C:10]([C:18]([NH2:20])=[O:19])=[N:9]2)[CH:5]=[CH:4][N:3]=1.[CH3:21][C:22]1[O:26][N:25]=[C:24]([C@:27]([OH:31])([C:29]#[CH:30])[CH3:28])[CH:23]=1. (5) Given the product [CH3:14][O:15][C:16](=[O:25])[C:17]1[CH:22]=[CH:21][C:20]([N:10]2[CH2:11][CH2:12][N:8]([C:3]3[CH:4]=[N:5][CH:6]=[CH:7][C:2]=3[CH3:1])[C:9]2=[O:13])=[CH:19][C:18]=1[F:24], predict the reactants needed to synthesize it. The reactants are: [CH3:1][C:2]1[CH:7]=[CH:6][N:5]=[CH:4][C:3]=1[N:8]1[CH2:12][CH2:11][NH:10][C:9]1=[O:13].[CH3:14][O:15][C:16](=[O:25])[C:17]1[CH:22]=[CH:21][C:20](Br)=[CH:19][C:18]=1[F:24].N[C@@H]1CCCC[C@H]1N.P([O-])([O-])([O-])=O.[K+].[K+].[K+].